Task: Predict the reaction yield, written as a fraction of the theoretical maximum amount of product (1.0 means a 100% yield; for example, 0.34 means a 34% yield).. Dataset: Reaction yield outcomes from USPTO patents with 853,638 reactions (1) The reactants are [O:1]1[C:5]2[CH:6]=[CH:7][CH:8]=[CH:9][C:4]=2[CH:3]=[C:2]1[C:10]1[C:18]2[C:13](=[CH:14][CH:15]=[C:16]([C:19]([OH:21])=O)[CH:17]=2)[N:12](C2CCCCO2)[N:11]=1.F[P-](F)(F)(F)(F)F.N1(OC(N(C)C)=[N+](C)C)C2C=CC=CC=2N=N1.[CH3:52][N:53]([CH3:57])[CH2:54][CH2:55][NH2:56]. No catalyst specified. The product is [O:1]1[C:5]2[CH:6]=[CH:7][CH:8]=[CH:9][C:4]=2[CH:3]=[C:2]1[C:10]1[C:18]2[C:13](=[CH:14][CH:15]=[C:16]([C:19]([NH:56][CH2:55][CH2:54][N:53]([CH3:57])[CH3:52])=[O:21])[CH:17]=2)[NH:12][N:11]=1. The yield is 0.370. (2) The reactants are [CH:1]([CH:3]([CH2:8][CH3:9])[C:4](OC)=O)=[O:2].[NH2:10][C:11]1[NH:15][N:14]=[CH:13][C:12]=1[C:16]#[N:17]. The catalyst is C(O)(=O)C. The product is [CH2:8]([C:3]1[C:1](=[O:2])[N:15]2[N:14]=[CH:13][C:12]([C:16]#[N:17])=[C:11]2[NH:10][CH:4]=1)[CH3:9]. The yield is 0.630. (3) The reactants are [F:1][C:2]1[CH:32]=[C:31]([N+:33]([O-])=O)[CH:30]=[CH:29][C:3]=1[O:4][C:5]1[CH:10]=[CH:9][N:8]=[C:7]2[CH:11]=[C:12]([C:14]([NH:16][CH:17]3[CH2:21][CH2:20][N:19]([C:22]([O:24][C:25]([CH3:28])([CH3:27])[CH3:26])=[O:23])[CH2:18]3)=[O:15])[S:13][C:6]=12. The catalyst is CO.[OH-].[OH-].[Pd+2]. The product is [NH2:33][C:31]1[CH:30]=[CH:29][C:3]([O:4][C:5]2[CH:10]=[CH:9][N:8]=[C:7]3[CH:11]=[C:12]([C:14]([NH:16][CH:17]4[CH2:21][CH2:20][N:19]([C:22]([O:24][C:25]([CH3:27])([CH3:28])[CH3:26])=[O:23])[CH2:18]4)=[O:15])[S:13][C:6]=23)=[C:2]([F:1])[CH:32]=1. The yield is 0.700. (4) The yield is 0.410. The catalyst is CCCCO.O. The product is [CH3:34][O:33][C@H:31]([CH3:32])[C:30]([NH:29][C:28]1[C:17]2[C:18](=[N:19][CH:20]=[C:21]([C:22]([F:25])([F:23])[F:24])[C:16]=2[N:1]2[CH2:6][CH2:5][CH2:4][C@@H:3]([NH:7][C:8](=[O:14])[O:9][C:10]([CH3:11])([CH3:13])[CH3:12])[CH2:2]2)[NH:26][CH:27]=1)=[O:35]. The reactants are [NH:1]1[CH2:6][CH2:5][CH2:4][C@@H:3]([NH:7][C:8](=[O:14])[O:9][C:10]([CH3:13])([CH3:12])[CH3:11])[CH2:2]1.Cl[C:16]1[C:21]([C:22]([F:25])([F:24])[F:23])=[CH:20][N:19]=[C:18]2[NH:26][CH:27]=[C:28]([NH:29][C:30](=[O:35])[C@H:31]([O:33][CH3:34])[CH3:32])[C:17]=12. (5) The reactants are [CH2:1]([O:8][CH:9]1[CH2:15][CH2:14][CH2:13][N:12]([S:16]([C:19]2[CH:20]=[C:21]([CH:26]=[CH:27][C:28]=2Br)[C:22]([O:24][CH3:25])=[O:23])(=[O:18])=[O:17])[CH2:11][CH2:10]1)[C:2]1[CH:7]=[CH:6][CH:5]=[CH:4][CH:3]=1.[CH2:30]([Sn](CCCC)(CCCC)CCCC)[CH:31]=[CH2:32].CCOC(C)=O.O. The catalyst is C1(C)C=CC=CC=1.C1C=CC([P]([Pd]([P](C2C=CC=CC=2)(C2C=CC=CC=2)C2C=CC=CC=2)([P](C2C=CC=CC=2)(C2C=CC=CC=2)C2C=CC=CC=2)[P](C2C=CC=CC=2)(C2C=CC=CC=2)C2C=CC=CC=2)(C2C=CC=CC=2)C2C=CC=CC=2)=CC=1. The product is [CH2:32]([C:28]1[CH:27]=[CH:26][C:21]([C:22]([O:24][CH3:25])=[O:23])=[CH:20][C:19]=1[S:16]([N:12]1[CH2:13][CH2:14][CH2:15][CH:9]([O:8][CH2:1][C:2]2[CH:7]=[CH:6][CH:5]=[CH:4][CH:3]=2)[CH2:10][CH2:11]1)(=[O:18])=[O:17])[CH:31]=[CH2:30]. The yield is 0.528. (6) The reactants are [CH3:1][C:2]1[C:7]2[CH:8]([C:11]3[CH:16]=[CH:15][CH:14]=[CH:13][CH:12]=3)[CH2:9][O:10][C:6]=2[C:5]([CH3:17])=[C:4]([CH3:18])[C:3]=1[NH2:19].C([O:23][CH2:24][CH3:25])(=O)C. No catalyst specified. The product is [CH3:1][C:2]([CH3:7])([CH3:3])[CH2:25][C:24]([NH:19][C:3]1[C:4]([CH3:18])=[C:5]([CH3:17])[C:6]2[O:10][CH2:9][CH:8]([C:11]3[CH:16]=[CH:15][CH:14]=[CH:13][CH:12]=3)[C:7]=2[C:2]=1[CH3:1])=[O:23]. The yield is 0.500. (7) The reactants are C([O:5][C:6]([C:8]1[CH:13]=[N:12][C:11]([NH:14][C:15](=[O:34])[C@@H:16]([C:23]2[CH:28]=[CH:27][C:26]([S:29]([CH3:32])(=[O:31])=[O:30])=[C:25]([Cl:33])[CH:24]=2)[CH2:17][CH:18]2[CH2:22][CH2:21][CH2:20][CH2:19]2)=[CH:10][N:9]=1)=[O:7])(C)(C)C.FC(F)(F)C(O)=O. The catalyst is C(Cl)Cl. The product is [Cl:33][C:25]1[CH:24]=[C:23]([C@@H:16]([CH2:17][CH:18]2[CH2:19][CH2:20][CH2:21][CH2:22]2)[C:15]([NH:14][C:11]2[N:12]=[CH:13][C:8]([C:6]([OH:7])=[O:5])=[N:9][CH:10]=2)=[O:34])[CH:28]=[CH:27][C:26]=1[S:29]([CH3:32])(=[O:31])=[O:30]. The yield is 0.990. (8) The product is [C:32]([O:31][C:29]([NH:28][C@H:24]([C:20]1[CH:19]=[C:18]([C:15]2[CH:16]=[CH:17][C:12]([NH:11][C:10](=[O:37])[O:9][CH3:8])=[CH:13][C:14]=2[NH:36][C:3](=[O:4])[C@H:2]([CH3:1])[CH:6]=[CH2:7])[CH:23]=[CH:22][N:21]=1)[CH2:25][CH:26]=[CH2:27])=[O:30])([CH3:34])([CH3:33])[CH3:35]. The reactants are [CH3:1][C@H:2]([CH:6]=[CH2:7])[C:3](O)=[O:4].[CH3:8][O:9][C:10](=[O:37])[NH:11][C:12]1[CH:17]=[CH:16][C:15]([C:18]2[CH:23]=[CH:22][N:21]=[C:20]([C@@H:24]([NH:28][C:29]([O:31][C:32]([CH3:35])([CH3:34])[CH3:33])=[O:30])[CH2:25][CH:26]=[CH2:27])[CH:19]=2)=[C:14]([NH2:36])[CH:13]=1.N1C=CC=CC=1.C(P1(=O)OP(CCC)(=O)OP(CCC)(=O)O1)CC. The catalyst is CCOC(C)=O. The yield is 0.970. (9) The reactants are F[C:2]1[CH:7]=[CH:6][C:5]([C:8](=[O:17])[C:9]2[CH:14]=[CH:13][C:12]([O:15][CH3:16])=[CH:11][CH:10]=2)=[CH:4][C:3]=1[S:18]([NH2:21])(=O)=[O:19].[NH3:22]. The catalyst is O1CCOCC1. The product is [NH2:22][C:2]1[CH:7]=[CH:6][C:5]([C:8](=[O:17])[C:9]2[CH:14]=[CH:13][C:12]([O:15][CH3:16])=[CH:11][CH:10]=2)=[CH:4][C:3]=1[S:18]([NH2:21])=[O:19]. The yield is 0.810.